This data is from Catalyst prediction with 721,799 reactions and 888 catalyst types from USPTO. The task is: Predict which catalyst facilitates the given reaction. (1) Reactant: [CH3:1][S:2][C:3]1[N:12]=[CH:11][C:10]2[CH:9]=[CH:8][C:7]3[C:13]([C:16]([NH2:18])=[O:17])=[N:14][NH:15][C:6]=3[C:5]=2[N:4]=1.CS(O[CH:24]1[CH2:30][CH:29]2[N:31]([C:32]([O:34][CH2:35][C:36]([Cl:39])([Cl:38])[Cl:37])=[O:33])[CH:26]([CH2:27][CH2:28]2)[CH2:25]1)(=O)=O.C(=O)([O-])[O-].[Cs+].[Cs+].C(OCC)(=O)C. Product: [C:16]([C:13]1[C:7]2[CH:8]=[CH:9][C:10]3[CH:11]=[N:12][C:3]([S:2][CH3:1])=[N:4][C:5]=3[C:6]=2[N:15]([CH:24]2[CH2:30][CH:29]3[N:31]([C:32]([O:34][CH2:35][C:36]([Cl:38])([Cl:39])[Cl:37])=[O:33])[CH:26]([CH2:27][CH2:28]3)[CH2:25]2)[N:14]=1)(=[O:17])[NH2:18]. The catalyst class is: 18. (2) Reactant: [CH:1]([CH:3]1[CH2:8][CH2:7][N:6]([C:9]([O:11][CH2:12][C:13]2[CH:18]=[CH:17][CH:16]=[CH:15][CH:14]=2)=[O:10])[CH2:5][CH2:4]1)=O.[NH2:19][C:20]1[CH:25]=[N:24][CH:23]=[CH:22][N:21]=1.[BH4-].[Na+]. Product: [CH2:12]([O:11][C:9]([N:6]1[CH2:7][CH2:8][CH:3]([CH2:1][NH:19][C:20]2[CH:25]=[N:24][CH:23]=[CH:22][N:21]=2)[CH2:4][CH2:5]1)=[O:10])[C:13]1[CH:18]=[CH:17][CH:16]=[CH:15][CH:14]=1. The catalyst class is: 11. (3) Reactant: [C:1]([C:5]1[CH:6]=[C:7]([NH:28][C:29]([NH:31][C@@H:32]2[C:41]3[C:36](=[CH:37][CH:38]=[CH:39][CH:40]=3)[C@H:35]([O:42][C:43]3[CH:44]=[CH:45][C:46]4[N:47]([C:49]([N:52]5[CH2:58][CH2:57][CH2:56][O:55][CH2:54][CH2:53]5)=[N:50][N:51]=4)[CH:48]=3)[CH2:34][CH2:33]2)=[O:30])[N:8]([C:10]2[CH:15]=[CH:14][C:13]([Cl:16])=[C:12]([O:17][Si](C(C)C)(C(C)C)C(C)C)[CH:11]=2)[N:9]=1)([CH3:4])([CH3:3])[CH3:2].CCCC[N+](CCCC)(CCCC)CCCC.[F-]. Product: [C:1]([C:5]1[CH:6]=[C:7]([NH:28][C:29]([NH:31][C@@H:32]2[C:41]3[C:36](=[CH:37][CH:38]=[CH:39][CH:40]=3)[C@H:35]([O:42][C:43]3[CH:44]=[CH:45][C:46]4[N:47]([C:49]([N:52]5[CH2:58][CH2:57][CH2:56][O:55][CH2:54][CH2:53]5)=[N:50][N:51]=4)[CH:48]=3)[CH2:34][CH2:33]2)=[O:30])[N:8]([C:10]2[CH:15]=[CH:14][C:13]([Cl:16])=[C:12]([OH:17])[CH:11]=2)[N:9]=1)([CH3:4])([CH3:2])[CH3:3]. The catalyst class is: 20.